Dataset: Forward reaction prediction with 1.9M reactions from USPTO patents (1976-2016). Task: Predict the product of the given reaction. (1) Given the reactants Cl[CH2:2][CH2:3][O:4][C:5]1[CH:14]=[C:13]2[C:8]([C:9]([O:15][C:16]3[C:17]([C:26](=[O:28])[CH3:27])=[N:18][C:19]4[C:24]([CH:25]=3)=[CH:23][CH:22]=[CH:21][CH:20]=4)=[CH:10][CH:11]=[N:12]2)=[CH:7][C:6]=1[O:29][CH3:30].C(=O)([O-])[O-].[K+].[K+].[OH:37][CH:38]1[CH2:43][CH2:42][CH2:41][NH:40][CH2:39]1.O, predict the reaction product. The product is: [OH:37][CH:38]1[CH2:43][CH2:42][CH2:41][N:40]([CH2:2][CH2:3][O:4][C:5]2[CH:14]=[C:13]3[C:8]([C:9]([O:15][C:16]4[C:17]([C:26](=[O:28])[CH3:27])=[N:18][C:19]5[C:24]([CH:25]=4)=[CH:23][CH:22]=[CH:21][CH:20]=5)=[CH:10][CH:11]=[N:12]3)=[CH:7][C:6]=2[O:29][CH3:30])[CH2:39]1. (2) Given the reactants C([O:3][C:4]([C:6]1[C:15](=[O:16])[C:14]2[C:9](=[CH:10][CH:11]=[C:12]([C:17](=[O:19])[CH3:18])[CH:13]=2)[N:8]([CH2:20][C:21]2[CH:26]=[CH:25][C:24]([F:27])=[CH:23][CH:22]=2)[CH:7]=1)=[O:5])C.[OH-].[Na+].O.Cl, predict the reaction product. The product is: [F:27][C:24]1[CH:23]=[CH:22][C:21]([CH2:20][N:8]2[C:9]3[C:14](=[CH:13][C:12]([C:17](=[O:19])[CH3:18])=[CH:11][CH:10]=3)[C:15](=[O:16])[C:6]([C:4]([OH:5])=[O:3])=[CH:7]2)=[CH:26][CH:25]=1. (3) Given the reactants [NH2:1][C@H:2]1[CH2:7][CH2:6][CH2:5][CH2:4][C@H:3]1[C:8]([NH2:10])=[O:9].C(N(CC)CC)C.[Cl:18][C:19]1[CH:24]=[CH:23][C:22]([S:25](Cl)(=[O:27])=[O:26])=[CH:21][CH:20]=1, predict the reaction product. The product is: [Cl:18][C:19]1[CH:24]=[CH:23][C:22]([S:25]([NH:1][C@H:2]2[CH2:7][CH2:6][CH2:5][CH2:4][C@H:3]2[C:8]([NH2:10])=[O:9])(=[O:27])=[O:26])=[CH:21][CH:20]=1. (4) Given the reactants [N+](C1C=CC([C:10]2[N:11]=[C:12]([CH:15]3[CH2:20][CH2:19][N:18]([CH2:21][C:22]([O:24][CH2:25][CH3:26])=[O:23])[CH2:17][CH2:16]3)[S:13][CH:14]=2)=CC=1)([O-])=O.Cl.[N+:28]([C:31]1[CH:36]=[CH:35][C:34](C2SC(C3CCNCC3)=NC=2)=[CH:33][CH:32]=1)([O-:30])=[O:29].ClCC(OCC)=O, predict the reaction product. The product is: [N+:28]([C:31]1[CH:36]=[CH:35][C:34]([C:14]2[S:13][C:12]([CH:15]3[CH2:16][CH2:17][N:18]([CH2:21][C:22]([O:24][CH2:25][CH3:26])=[O:23])[CH2:19][CH2:20]3)=[N:11][CH:10]=2)=[CH:33][CH:32]=1)([O-:30])=[O:29]. (5) The product is: [Br:3][C:4]1[CH:9]=[CH:8][C:7]([NH:10][C:11](=[O:22])[C:12]2[CH:17]=[CH:16][C:15]([NH:2][CH3:1])=[C:14]([N+:19]([O-:21])=[O:20])[CH:13]=2)=[CH:6][CH:5]=1. Given the reactants [CH3:1][NH2:2].[Br:3][C:4]1[CH:9]=[CH:8][C:7]([NH:10][C:11](=[O:22])[C:12]2[CH:17]=[CH:16][C:15](F)=[C:14]([N+:19]([O-:21])=[O:20])[CH:13]=2)=[CH:6][CH:5]=1, predict the reaction product. (6) Given the reactants C(N(C(C)C)CC)(C)C.[O:10]=[C:11]1[CH2:16][CH2:15][CH2:14][CH2:13][CH:12]1[C:17]([O:19][CH2:20][CH3:21])=[O:18].[F:22][C:23]([F:36])([F:35])[S:24](O[S:24]([C:23]([F:36])([F:35])[F:22])(=[O:26])=[O:25])(=[O:26])=[O:25], predict the reaction product. The product is: [F:22][C:23]([F:36])([F:35])[S:24]([O:10][C:11]1[CH2:16][CH2:15][CH2:14][CH2:13][C:12]=1[C:17]([O:19][CH2:20][CH3:21])=[O:18])(=[O:26])=[O:25]. (7) Given the reactants [C:1]([C:3]1[CH:4]=[N:5][CH:6]=[C:7]2[C:12]=1[N:11]=[CH:10][CH:9]=[CH:8]2)#[CH:2].[CH3:13][N:14]([CH2:16][C:17]1[N:18]([C:22]2[CH:23]=[C:24]([NH:32][C:33](=[O:42])[C:34]3[CH:39]=[CH:38][C:37]([CH3:40])=[C:36](I)[CH:35]=3)[CH:25]=[C:26]([C:28]([F:31])([F:30])[F:29])[CH:27]=2)[CH:19]=[CH:20][N:21]=1)[CH3:15], predict the reaction product. The product is: [CH3:15][N:14]([CH2:16][C:17]1[N:18]([C:22]2[CH:23]=[C:24]([NH:32][C:33](=[O:42])[C:34]3[CH:35]=[CH:36][C:37]([CH3:40])=[C:38]([C:2]#[C:1][C:3]4[CH:4]=[N:5][CH:6]=[C:7]5[C:12]=4[N:11]=[CH:10][CH:9]=[CH:8]5)[CH:39]=3)[CH:25]=[C:26]([C:28]([F:29])([F:30])[F:31])[CH:27]=2)[CH:19]=[CH:20][N:21]=1)[CH3:13]. (8) Given the reactants [C:1]1([N:7]2[C:11]([NH:12][C:13]3[CH:21]=[CH:20][C:19]([O:22][CH3:23])=[CH:18][C:14]=3[C:15](O)=[O:16])=[CH:10][C:9]([C:24]3[CH:29]=[CH:28][CH:27]=[CH:26][CH:25]=3)=[N:8]2)[CH:6]=[CH:5][CH:4]=[CH:3][CH:2]=1.[C:30]1([CH3:40])[C:31]([S:36]([NH2:39])(=[O:38])=[O:37])=[CH:32][CH:33]=[CH:34][CH:35]=1.CCN=C=NCCCN(C)C.C(N(CC)CC)C, predict the reaction product. The product is: [C:1]1([N:7]2[C:11]([NH:12][C:13]3[CH:21]=[CH:20][C:19]([O:22][CH3:23])=[CH:18][C:14]=3[C:15]([NH:39][S:36]([C:31]3[CH:32]=[CH:33][CH:34]=[CH:35][C:30]=3[CH3:40])(=[O:37])=[O:38])=[O:16])=[CH:10][C:9]([C:24]3[CH:29]=[CH:28][CH:27]=[CH:26][CH:25]=3)=[N:8]2)[CH:6]=[CH:5][CH:4]=[CH:3][CH:2]=1.